Task: Predict the reactants needed to synthesize the given product.. Dataset: Full USPTO retrosynthesis dataset with 1.9M reactions from patents (1976-2016) (1) Given the product [C:25]([O:29][C:30](=[O:42])[NH:31][C:32]1([C:40]#[C:41][C:2]2[CH:3]=[CH:4][C:5]([O:17][CH2:18][CH2:19][CH2:20][CH2:21][CH2:22][CH2:23][CH3:24])=[C:6]([CH2:7][O:8][Si:9]([C:12]([CH3:15])([CH3:14])[CH3:13])([CH3:11])[CH3:10])[CH:16]=2)[CH2:37][O:36][C:35]([CH3:39])([CH3:38])[O:34][CH2:33]1)([CH3:28])([CH3:27])[CH3:26], predict the reactants needed to synthesize it. The reactants are: Br[C:2]1[CH:3]=[CH:4][C:5]([O:17][CH2:18][CH2:19][CH2:20][CH2:21][CH2:22][CH2:23][CH3:24])=[C:6]([CH:16]=1)[CH2:7][O:8][Si:9]([C:12]([CH3:15])([CH3:14])[CH3:13])([CH3:11])[CH3:10].[C:25]([O:29][C:30](=[O:42])[NH:31][C:32]1([C:40]#[CH:41])[CH2:37][O:36][C:35]([CH3:39])([CH3:38])[O:34][CH2:33]1)([CH3:28])([CH3:27])[CH3:26].C1(P(C2CCCCC2)C2C=CC=CC=2C2C(C(C)C)=CC(C(C)C)=CC=2C(C)C)CCCCC1.C(=O)([O-])[O-].[Cs+].[Cs+]. (2) The reactants are: C(=[N:14][NH:15][C:16]1[C:21]([CH3:22])=[CH:20][C:19]([F:23])=[CH:18][N:17]=1)(C1C=CC=CC=1)C1C=CC=CC=1.Cl. Given the product [F:23][C:19]1[CH:20]=[C:21]([CH3:22])[C:16]([NH:15][NH2:14])=[N:17][CH:18]=1, predict the reactants needed to synthesize it. (3) Given the product [CH:46]1[C:45]2[CH:44]([CH2:43][O:42][C:40]([N:36]3[CH2:37][CH2:38][CH2:39][C@@H:34]([C:32](=[O:33])[CH2:31][N:22]([C:23]([O:24][C:25]([CH3:26])([CH3:28])[CH3:27])=[O:29])[C:20]4[N:21]=[C:16]5[CH:15]=[CH:14][N:13]([S:3]([C:6]6[CH:7]=[CH:8][C:9]([CH3:10])=[CH:11][CH:12]=6)(=[O:5])=[O:4])[C:17]5=[N:18][CH:19]=4)[CH2:35]3)=[O:41])[C:56]3[C:51](=[CH:52][CH:53]=[CH:54][CH:55]=3)[C:50]=2[CH:49]=[CH:48][CH:47]=1, predict the reactants needed to synthesize it. The reactants are: [H-].[Na+].[S:3]([N:13]1[C:17]2=[N:18][CH:19]=[C:20]([NH:22][C:23](=[O:29])[O:24][C:25]([CH3:28])([CH3:27])[CH3:26])[N:21]=[C:16]2[CH:15]=[CH:14]1)([C:6]1[CH:12]=[CH:11][C:9]([CH3:10])=[CH:8][CH:7]=1)(=[O:5])=[O:4].Br[CH2:31][C:32]([C@@H:34]1[CH2:39][CH2:38][CH2:37][N:36]([C:40]([O:42][CH2:43][CH:44]2[C:56]3[CH:55]=[CH:54][CH:53]=[CH:52][C:51]=3[C:50]3[C:45]2=[CH:46][CH:47]=[CH:48][CH:49]=3)=[O:41])[CH2:35]1)=[O:33].